This data is from Full USPTO retrosynthesis dataset with 1.9M reactions from patents (1976-2016). The task is: Predict the reactants needed to synthesize the given product. (1) Given the product [OH:8][C:5]1[CH:6]=[CH:7][C:2]([NH:1][CH:12]=[O:13])=[C:3]([N+:9]([O-:11])=[O:10])[CH:4]=1, predict the reactants needed to synthesize it. The reactants are: [NH2:1][C:2]1[CH:7]=[CH:6][C:5]([OH:8])=[CH:4][C:3]=1[N+:9]([O-:11])=[O:10].[CH:12](O)=[O:13]. (2) Given the product [NH2:8][C:6]1[C:5]([F:9])=[CH:4][C:3]2[C:2]([CH:7]=1)=[N:1][C:11](=[O:13])[CH:10]=2.[F:9][C:5]1[CH:4]=[C:3]2[C:2](=[CH:7][C:6]=1[NH2:8])[NH:1][C:11](=[O:13])[CH2:10]2, predict the reactants needed to synthesize it. The reactants are: [NH2:1][C:2]1[CH:7]=[C:6]([NH2:8])[C:5]([F:9])=[CH:4][C:3]=1[CH2:10][C:11]([OH:13])=O.[OH-].[Na+]. (3) Given the product [NH2:25][C:22]1[CH:21]=[CH:20][C:19]([C:17](=[O:18])[CH2:16][CH2:15][NH:14][C:2]2[CH:3]=[C:4]([NH2:8])[N:5]=[CH:6][N:7]=2)=[CH:24][CH:23]=1, predict the reactants needed to synthesize it. The reactants are: Cl[C:2]1[N:7]=[CH:6][N:5]=[C:4]([NH2:8])[C:3]=1[N+]([O-])=O.Cl.Cl.[NH2:14][CH2:15][CH2:16][C:17]([C:19]1[CH:24]=[CH:23][C:22]([NH2:25])=[CH:21][CH:20]=1)=[O:18].